From a dataset of Forward reaction prediction with 1.9M reactions from USPTO patents (1976-2016). Predict the product of the given reaction. (1) Given the reactants [C:1]([O:5][C:6]([N:8]1[CH2:13][CH2:12][CH2:11][CH:10]([CH2:14][N:15]=[N+]=[N-])[CH2:9]1)=[O:7])([CH3:4])([CH3:3])[CH3:2], predict the reaction product. The product is: [C:1]([O:5][C:6]([N:8]1[CH2:13][CH2:12][CH2:11][CH:10]([CH2:14][NH2:15])[CH2:9]1)=[O:7])([CH3:4])([CH3:3])[CH3:2]. (2) Given the reactants [OH:1][C:2]([CH3:35])([CH3:34])[CH2:3][C@@:4]1([C:28]2[CH:33]=[CH:32][CH:31]=[CH:30][CH:29]=2)[O:9][C:8](=[O:10])[N:7]([C@H:11]([C:13]2[CH:18]=[CH:17][C:16](B3OC(C)(C)C(C)(C)O3)=[CH:15][CH:14]=2)[CH3:12])[CH2:6][CH2:5]1.[F:36][CH:37]([F:46])[N:38]1[CH:43]=[CH:42][C:41](I)=[CH:40][C:39]1=[O:45].C([O-])([O-])=O.[Cs+].[Cs+].O, predict the reaction product. The product is: [F:36][CH:37]([F:46])[N:38]1[CH:43]=[CH:42][C:41]([C:16]2[CH:17]=[CH:18][C:13]([C@@H:11]([N:7]3[CH2:6][CH2:5][C@:4]([CH2:3][C:2]([OH:1])([CH3:35])[CH3:34])([C:28]4[CH:29]=[CH:30][CH:31]=[CH:32][CH:33]=4)[O:9][C:8]3=[O:10])[CH3:12])=[CH:14][CH:15]=2)=[CH:40][C:39]1=[O:45]. (3) The product is: [Br:1][C:2]1[CH:10]=[C:9]2[C:5]([CH:6]=[N:7][N:8]2[CH3:17])=[C:4]([N+:11]([O-:13])=[O:12])[CH:3]=1. Given the reactants [Br:1][C:2]1[CH:10]=[C:9]2[C:5]([CH:6]=[N:7][NH:8]2)=[C:4]([N+:11]([O-:13])=[O:12])[CH:3]=1.[H-].[Na+].I[CH3:17], predict the reaction product. (4) Given the reactants [CH3:1][C:2]1[CH:7]=[CH:6][C:5]([S:8]([NH:11][C:12]2[CH:16]=[CH:15][S:14][C:13]=2[C:17]([O:19]C)=[O:18])(=[O:10])=[O:9])=[CH:4][CH:3]=1.[OH-].[Na+].CO, predict the reaction product. The product is: [CH3:1][C:2]1[CH:7]=[CH:6][C:5]([S:8]([NH:11][C:12]2[CH:16]=[CH:15][S:14][C:13]=2[C:17]([OH:19])=[O:18])(=[O:9])=[O:10])=[CH:4][CH:3]=1.